This data is from Reaction yield outcomes from USPTO patents with 853,638 reactions. The task is: Predict the reaction yield, written as a fraction of the theoretical maximum amount of product (1.0 means a 100% yield; for example, 0.34 means a 34% yield). The catalyst is C(Cl)Cl. The product is [CH3:14][O:15][C:16]1[CH:17]=[C:18]([CH:22]=[CH:23][C:24]=1[N+:25]([O-:27])=[O:26])[C:19]([NH:6][CH:4]1[CH2:5][N:2]([CH3:1])[CH2:3]1)=[O:20]. The reactants are [CH3:1][N:2]1[CH2:5][CH:4]([NH2:6])[CH2:3]1.C(N(CC)CC)C.[CH3:14][O:15][C:16]1[CH:17]=[C:18]([CH:22]=[CH:23][C:24]=1[N+:25]([O-:27])=[O:26])[C:19](Cl)=[O:20]. The yield is 0.464.